From a dataset of Full USPTO retrosynthesis dataset with 1.9M reactions from patents (1976-2016). Predict the reactants needed to synthesize the given product. (1) Given the product [NH2:1][C:2]1[CH:6]=[C:5]([C:7]2[CH:8]=[CH:9][N:10]=[CH:11][CH:12]=2)[S:4][C:3]=1[C:13]([OH:15])=[O:14], predict the reactants needed to synthesize it. The reactants are: [NH2:1][C:2]1[CH:6]=[C:5]([C:7]2[CH:12]=[CH:11][N:10]=[CH:9][CH:8]=2)[S:4][C:3]=1[C:13]([O:15]C)=[O:14].C[O-].[Na+].CO.Cl. (2) Given the product [CH3:39][O:40][C:41]1[CH:42]=[C:35]([NH:34][C:32]([N:23]2[C:24]3[C:20](=[CH:19][C:18]([O:17][C:14]4[C:15]5[CH2:16][NH:8][CH2:9][C:10]=5[N:11]=[CH:12][N:13]=4)=[CH:26][CH:25]=3)[CH:21]=[CH:22]2)=[O:33])[CH:36]=[C:45]([C:47]([F:50])([F:49])[F:48])[CH:46]=1, predict the reactants needed to synthesize it. The reactants are: C(OC([N:8]1[CH2:16][C:15]2[C:14]([O:17][C:18]3[CH:19]=[C:20]4[C:24](=[CH:25][CH:26]=3)[NH:23][CH:22]=[CH:21]4)=[N:13][CH:12]=[N:11][C:10]=2[CH2:9]1)=O)(C)(C)C.C1N=CN([C:32]([N:34]2C=N[CH:36]=[CH:35]2)=[O:33])C=1.[CH3:39][O:40][C:41]1[CH:42]=C(N)C=[C:45]([C:47]([F:50])([F:49])[F:48])[CH:46]=1.Cl.C(O)(C(F)(F)F)=O. (3) The reactants are: [N-:1]=[N+:2]=[N-:3].[Na+].[C:5]([O:9][C:10]([N:12]1[CH2:19][CH2:18][CH:17]2[CH:15]([O:16]2)[CH2:14][N:13]1[C:20]([O:22][CH2:23][C:24]1[CH:29]=[CH:28][CH:27]=[CH:26][CH:25]=1)=[O:21])=[O:11])([CH3:8])([CH3:7])[CH3:6].[Cl-].[NH4+]. Given the product [C:5]([O:9][C:10]([N:12]1[CH2:19][CH2:18][CH:17]([N:1]=[N+:2]=[N-:3])[CH:15]([OH:16])[CH2:14][N:13]1[C:20]([O:22][CH2:23][C:24]1[CH:29]=[CH:28][CH:27]=[CH:26][CH:25]=1)=[O:21])=[O:11])([CH3:8])([CH3:6])[CH3:7].[C:5]([O:9][C:10]([N:12]1[CH2:19][CH2:18][CH:17]([OH:16])[CH:15]([N:1]=[N+:2]=[N-:3])[CH2:14][N:13]1[C:20]([O:22][CH2:23][C:24]1[CH:29]=[CH:28][CH:27]=[CH:26][CH:25]=1)=[O:21])=[O:11])([CH3:8])([CH3:6])[CH3:7], predict the reactants needed to synthesize it. (4) Given the product [C:19]([O:23][C:24](=[O:45])[NH:25][C:26]([C:28]1[S:29][C:30]([S:43][CH3:44])=[C:31]([S:33]([C:36]2[CH:37]=[C:38]([C:7]3[C:6]([CH3:17])=[CH:5][C:4]([OH:18])=[CH:3][C:2]=3[CH3:1])[CH:39]=[CH:40][CH:41]=2)(=[O:35])=[O:34])[CH:32]=1)=[NH:27])([CH3:22])([CH3:21])[CH3:20], predict the reactants needed to synthesize it. The reactants are: [CH3:1][C:2]1[CH:3]=[C:4]([OH:18])[CH:5]=[C:6]([CH3:17])[C:7]=1B1OC(C)(C)C(C)(C)O1.[C:19]([O:23][C:24](=[O:45])[NH:25][C:26]([C:28]1[S:29][C:30]([S:43][CH3:44])=[C:31]([S:33]([C:36]2[CH:41]=[CH:40][CH:39]=[C:38](Br)[CH:37]=2)(=[O:35])=[O:34])[CH:32]=1)=[NH:27])([CH3:22])([CH3:21])[CH3:20].C([O-])([O-])=O.[Na+].[Na+]. (5) Given the product [Br:1][C:2]1[CH:3]=[C:4]2[C:8](=[CH:9][CH:10]=1)[NH:7][C:6](=[O:11])[CH:5]2[CH3:12], predict the reactants needed to synthesize it. The reactants are: [Br:1][C:2]1[CH:3]=[C:4]2[C:8](=[CH:9][CH:10]=1)[NH:7][C:6](=[O:11])[CH2:5]2.[CH3:12]N(C)CCN(C)C.C([Li])CCC.[NH4+].[Cl-]. (6) Given the product [F:21][C:18]1[CH:17]=[CH:16][C:15]([C:14]2[N:13]3[C:8]([CH:9]=[C:10]([CH2:22][N:23]4[CH:27]=[C:26]([C:28]([OH:35])([C:31]([F:34])([F:32])[F:33])[CH2:29][CH3:30])[N:25]=[N:24]4)[CH:11]=[CH:12]3)=[CH:7][C:6]=2[C:4](=[O:5])[CH3:37])=[CH:20][CH:19]=1, predict the reactants needed to synthesize it. The reactants are: CON(C)[C:4]([C:6]1[CH:7]=[C:8]2[N:13]([C:14]=1[C:15]1[CH:20]=[CH:19][C:18]([F:21])=[CH:17][CH:16]=1)[CH:12]=[CH:11][C:10]([CH2:22][N:23]1[CH:27]=[C:26]([C:28]([OH:35])([C:31]([F:34])([F:33])[F:32])[CH2:29][CH3:30])[N:25]=[N:24]1)=[CH:9]2)=[O:5].[CH3:37][Mg]I. (7) Given the product [CH2:16]([N:15]([CH3:21])[C:6]1([C:9]2[CH:10]=[CH:11][CH:12]=[CH:13][CH:14]=2)[CH2:5][CH2:4][C:3]([N:2]([CH3:28])[CH3:1])([C:22]2[CH:27]=[CH:26][CH:25]=[CH:24][CH:23]=2)[CH2:8][CH2:7]1)[CH2:17][CH2:18][CH3:19], predict the reactants needed to synthesize it. The reactants are: [CH3:1][N:2]([CH3:28])[C:3]1([C:22]2[CH:27]=[CH:26][CH:25]=[CH:24][CH:23]=2)[CH2:8][CH2:7][C:6]([N:15]([CH3:21])[C:16](=O)[CH2:17][CH2:18][CH3:19])([C:9]2[CH:14]=[CH:13][CH:12]=[CH:11][CH:10]=2)[CH2:5][CH2:4]1.C1COCC1.[H-].[H-].[H-].[H-].[Li+].[Al+3].